Dataset: Forward reaction prediction with 1.9M reactions from USPTO patents (1976-2016). Task: Predict the product of the given reaction. (1) Given the reactants C(OC([N:6]1[C:34]2[C:29](=[CH:30][CH:31]=[C:32]([Cl:35])[CH:33]=2)[C:8]2([CH:13]([C:14]3[CH:19]=[CH:18][CH:17]=[C:16]([Cl:20])[CH:15]=3)[CH2:12][C:11](=[O:21])[NH:10][CH:9]2[C:22]2[CH:27]=[CH:26][CH:25]=[CH:24][C:23]=2[CH3:28])[C:7]1=[O:36])=O)C.[OH-].[Na+], predict the reaction product. The product is: [Cl:35][C:32]1[CH:33]=[C:34]2[NH:6][C:7](=[O:36])[C:8]3([CH:13]([C:14]4[CH:19]=[CH:18][CH:17]=[C:16]([Cl:20])[CH:15]=4)[CH2:12][C:11](=[O:21])[NH:10][CH:9]3[C:22]3[CH:27]=[CH:26][CH:25]=[CH:24][C:23]=3[CH3:28])[C:29]2=[CH:30][CH:31]=1. (2) Given the reactants [O:1]1[C@@:5]2([CH:10]3[CH2:11][CH2:12][N:7]([CH2:8][CH2:9]3)[CH2:6]2)[CH2:4][NH:3][C:2]1=[O:13].Br[C:15]1[CH:16]=[C:17]([C:20]2[CH:21]=[N:22][CH:23]=[CH:24][CH:25]=2)[S:18][CH:19]=1, predict the reaction product. The product is: [N:22]1[CH:23]=[CH:24][CH:25]=[C:20]([C:17]2[S:18][CH:19]=[C:15]([N:3]3[CH2:4][C@:5]4([CH:10]5[CH2:11][CH2:12][N:7]([CH2:8][CH2:9]5)[CH2:6]4)[O:1][C:2]3=[O:13])[CH:16]=2)[CH:21]=1. (3) Given the reactants O[C@H]([C@@H](O)C(O)=O)C(O)=O.[F:11][C:12]1[CH:13]=[C:14]2[C:19](=[C:20]([F:22])[CH:21]=1)[O:18][CH2:17][C@H:16]([NH2:23])[CH2:15]2.[CH2:24]([N:31]([CH2:44][CH2:45][C:46](=O)[CH2:47]O)[S:32]([C:35]1[CH:40]=[CH:39][CH:38]=[CH:37][C:36]=1[N+:41]([O-:43])=[O:42])(=[O:34])=[O:33])[C:25]1[CH:30]=[CH:29][CH:28]=[CH:27][CH:26]=1.[S-:50][C:51]#[N:52].[K+].C(=O)(O)[O-].[Na+], predict the reaction product. The product is: [CH2:24]([N:31]([CH2:44][CH2:45][C:46]1[N:23]([C@@H:16]2[CH2:15][C:14]3[C:19](=[C:20]([F:22])[CH:21]=[C:12]([F:11])[CH:13]=3)[O:18][CH2:17]2)[C:51](=[S:50])[NH:52][CH:47]=1)[S:32]([C:35]1[CH:40]=[CH:39][CH:38]=[CH:37][C:36]=1[N+:41]([O-:43])=[O:42])(=[O:34])=[O:33])[C:25]1[CH:30]=[CH:29][CH:28]=[CH:27][CH:26]=1. (4) Given the reactants [CH3:1][C@:2]([C:11]([OH:13])=[O:12])([CH2:4][C:5]1[CH:10]=[CH:9][CH:8]=[CH:7][CH:6]=1)[NH2:3].[OH-].[Na+].[CH3:16][C:17]([O:20][C:21](O[C:21]([O:20][C:17]([CH3:19])([CH3:18])[CH3:16])=[O:22])=[O:22])([CH3:19])[CH3:18].Cl, predict the reaction product. The product is: [C:17]([O:20][C:21]([NH:3][C@@:2]([CH3:1])([C:11]([OH:13])=[O:12])[CH2:4][C:5]1[CH:6]=[CH:7][CH:8]=[CH:9][CH:10]=1)=[O:22])([CH3:19])([CH3:18])[CH3:16]. (5) Given the reactants [I-:1].[Mg+2:2].[I-].[BrH:4].[C:5]([O-:8])(O)=[O:6].[Na+].O.[CH3:11][C:12]([CH2:14][CH3:15])=[O:13], predict the reaction product. The product is: [BrH:4].[CH3:11][C:5]([OH:8])=[O:6].[Mg+2:2].[I-:1].[I-:1].[CH3:15][CH2:14][C:12]([CH3:11])=[O:13]. (6) Given the reactants [OH:1][C@@H:2]1[CH2:6][CH2:5][CH2:4][C@H:3]1[C:7]([O:9]C)=O.O.[NH2:12][NH2:13], predict the reaction product. The product is: [OH:1][C@@H:2]1[CH2:6][CH2:5][CH2:4][C@H:3]1[C:7]([NH:12][NH2:13])=[O:9]. (7) Given the reactants Cl.[OH:2][C:3]([CH3:14])([CH3:13])[CH2:4][NH:5][C:6]([CH:8]1[CH2:12][CH2:11][CH2:10][NH:9]1)=[O:7].C(N(CC)CC)C.[C:22]([C:24]1[CH:64]=[CH:63][C:27]([CH2:28][C@@:29]2([CH3:62])[N:33]3[C:34]([S:37](N4CCC[C@H]4C(N[C@H](C)C(O)=O)=O)(=[O:39])=[O:38])=[CH:35][N:36]=[C:32]3[N:31]([C:53]3[CH:58]=[C:57]([Cl:59])[CH:56]=[C:55]([Cl:60])[CH:54]=3)[C:30]2=[O:61])=[CH:26][CH:25]=1)#[N:23].CN(C=O)C, predict the reaction product. The product is: [OH:2][C:3]([CH3:14])([CH3:13])[CH2:4][NH:5][C:6]([C@@H:8]1[CH2:12][CH2:11][CH2:10][N:9]1[S:37]([C:34]1[N:33]2[C@@:29]([CH2:28][C:27]3[CH:63]=[CH:64][C:24]([C:22]#[N:23])=[CH:25][CH:26]=3)([CH3:62])[C:30](=[O:61])[N:31]([C:53]3[CH:54]=[C:55]([Cl:60])[CH:56]=[C:57]([Cl:59])[CH:58]=3)[C:32]2=[N:36][CH:35]=1)(=[O:38])=[O:39])=[O:7].